This data is from Forward reaction prediction with 1.9M reactions from USPTO patents (1976-2016). The task is: Predict the product of the given reaction. (1) Given the reactants [C:1]([O:5][C:6]([N:8]1[C:12]2[CH:13]=[CH:14][S:15][C:11]=2[C:10](I)=[N:9]1)=[O:7])([CH3:4])([CH3:3])[CH3:2].[C:17]([Si:21]([CH3:43])([CH3:42])[O:22][C:23]1[CH:24]=[C:25]2[C:29](=[CH:30][CH:31]=1)[N:28]([C:32]([O:34][C:35]([CH3:38])([CH3:37])[CH3:36])=[O:33])[C:27](B(O)O)=[CH:26]2)([CH3:20])([CH3:19])[CH3:18].C(=O)([O-])[O-].[Cs+].[Cs+], predict the reaction product. The product is: [C:35]([O:34][C:32]([N:28]1[C:29]2[C:25](=[CH:24][C:23]([O:22][Si:21]([C:17]([CH3:20])([CH3:19])[CH3:18])([CH3:42])[CH3:43])=[CH:31][CH:30]=2)[CH:26]=[C:27]1[C:10]1[C:11]2[S:15][CH:14]=[CH:13][C:12]=2[N:8]([C:6]([O:5][C:1]([CH3:4])([CH3:3])[CH3:2])=[O:7])[N:9]=1)=[O:33])([CH3:38])([CH3:37])[CH3:36]. (2) Given the reactants [C:1]([O:5][C:6]([NH:8][C@@H:9]1[CH2:13][CH2:12][NH:11][CH2:10]1)=[O:7])([CH3:4])([CH3:3])[CH3:2].[CH:14]1[C:23]2[C:18](=[CH:19][CH:20]=[CH:21][CH:22]=2)[CH:17]=[CH:16][C:15]=1[CH:24]=O, predict the reaction product. The product is: [CH:14]1[C:23]2[C:18](=[CH:19][CH:20]=[CH:21][CH:22]=2)[CH:17]=[CH:16][C:15]=1[CH2:24][N:11]1[CH2:12][CH2:13][C@@H:9]([NH:8][C:6]([O:5][C:1]([CH3:4])([CH3:2])[CH3:3])=[O:7])[CH2:10]1. (3) Given the reactants [Cl:1][C:2]1[C:3](C2OC(C)(C)C(C)(C)O2)=[CH:4][C:5]([S:9]([N:12]2[CH2:18][CH2:17][CH2:16][CH2:15][C:14]3[CH:19]=[CH:20][CH:21]=[CH:22][C:13]2=3)(=[O:11])=[O:10])=[C:6]([OH:8])[CH:7]=1.Br[C:33]1[C:34]([CH3:41])=[CH:35][C:36]([C:39]#[N:40])=[N:37][CH:38]=1.C([O-])([O-])=O.[K+].[K+], predict the reaction product. The product is: [Cl:1][C:2]1[CH:7]=[C:6]([OH:8])[C:5]([S:9]([N:12]2[CH2:18][CH2:17][CH2:16][CH2:15][C:14]3[CH:19]=[CH:20][CH:21]=[CH:22][C:13]2=3)(=[O:11])=[O:10])=[CH:4][C:3]=1[C:33]1[C:34]([CH3:41])=[CH:35][C:36]([C:39]#[N:40])=[N:37][CH:38]=1. (4) Given the reactants [Br:1][C:2]1[CH:7]=[CH:6][C:5]([OH:8])=[CH:4][CH:3]=1.[CH3:9][C:10]1[C:17]([CH3:18])=[CH:16][C:15]([CH3:19])=[C:14]([CH3:20])[C:11]=1[CH2:12]Cl.C(=O)([O-])[O-].[K+].[K+], predict the reaction product. The product is: [CH3:20][C:14]1[C:15]([CH3:19])=[CH:16][C:17]([CH3:18])=[C:10]([CH3:9])[C:11]=1[CH2:12][O:8][C:5]1[CH:6]=[CH:7][C:2]([Br:1])=[CH:3][CH:4]=1. (5) Given the reactants [CH3:1][CH2:2][N:3]([CH2:6]C)[CH2:4]C.[CH2:2]([N:3]([CH2:6]C)[CH2:4]C)[CH3:1].CC[O:17][C:18]([NH:20][C:21]1C=CC(NCC2C=CC(F)=CC=2)=CC=1N)=[O:19], predict the reaction product. The product is: [CH3:2][N:3]([CH:6]=[O:17])[CH3:4].[CH3:1][N:20]([CH3:21])[CH:18]=[O:19].